Dataset: Reaction yield outcomes from USPTO patents with 853,638 reactions. Task: Predict the reaction yield, written as a fraction of the theoretical maximum amount of product (1.0 means a 100% yield; for example, 0.34 means a 34% yield). (1) The reactants are C(O)(=O)C(O)=O.[NH2:7][C@:8]([CH3:30])([CH2:11][CH2:12][C:13]1[O:14][C:15]([C:18](=[O:29])[CH2:19][CH2:20][CH2:21][CH2:22][C:23]2[CH:28]=[CH:27][CH:26]=[CH:25][CH:24]=2)=[CH:16][CH:17]=1)[CH2:9][OH:10].[C:31](O[C:31]([O:33][C:34]([CH3:37])([CH3:36])[CH3:35])=[O:32])([O:33][C:34]([CH3:37])([CH3:36])[CH3:35])=[O:32].C(N(CC)CC)C. The catalyst is ClCCl. The product is [C:34]([O:33][C:31]([NH:7][C@:8]([CH3:30])([CH2:11][CH2:12][C:13]1[O:14][C:15]([C:18](=[O:29])[CH2:19][CH2:20][CH2:21][CH2:22][C:23]2[CH:24]=[CH:25][CH:26]=[CH:27][CH:28]=2)=[CH:16][CH:17]=1)[CH2:9][OH:10])=[O:32])([CH3:37])([CH3:36])[CH3:35]. The yield is 0.880. (2) The reactants are [CH2:1]([N:3]1[C:7]([N:8]2[CH2:14][CH2:13][CH2:12][C@H:11]([NH:15][C:16](=[O:21])[C:17]([F:20])([F:19])[F:18])[CH2:10][CH2:9]2)=[C:6]([N+:22]([O-])=O)[CH:5]=[N:4]1)[CH3:2].[C:25]([O:29][C:30]([NH:32][C:33]1[S:37][C:36]([C:38]2[C:43]([F:44])=[CH:42][CH:41]=[CH:40][C:39]=2[F:45])=[N:35][C:34]=1[C:46](O)=[O:47])=[O:31])([CH3:28])([CH3:27])[CH3:26]. No catalyst specified. The product is [F:45][C:39]1[CH:40]=[CH:41][CH:42]=[C:43]([F:44])[C:38]=1[C:36]1[S:37][C:33]([NH:32][C:30](=[O:31])[O:29][C:25]([CH3:27])([CH3:26])[CH3:28])=[C:34]([C:46](=[O:47])[NH:22][C:6]2[CH:5]=[N:4][N:3]([CH2:1][CH3:2])[C:7]=2[N:8]2[CH2:14][CH2:13][CH2:12][C@H:11]([NH:15][C:16](=[O:21])[C:17]([F:20])([F:19])[F:18])[CH2:10][CH2:9]2)[N:35]=1. The yield is 0.660. (3) The reactants are [CH2:1]([O:8][C:9]([N:11]1[CH2:15][CH2:14][CH2:13][C@H:12]1[C:16]([OH:18])=O)=[O:10])[C:2]1[CH:7]=[CH:6][CH:5]=[CH:4][CH:3]=1.Cl.[NH2:20][CH2:21][C:22]([C:24]1[CH:29]=[CH:28][C:27]([Br:30])=[CH:26][CH:25]=1)=[O:23].CCN(C(C)C)C(C)C.CN(C(ON1N=NC2C=CC=NC1=2)=[N+](C)C)C.F[P-](F)(F)(F)(F)F. The catalyst is C(Cl)Cl.O. The product is [Br:30][C:27]1[CH:26]=[CH:25][C:24]([C:22](=[O:23])[CH2:21][NH:20][C:16]([C@@H:12]2[CH2:13][CH2:14][CH2:15][N:11]2[C:9]([O:8][CH2:1][C:2]2[CH:3]=[CH:4][CH:5]=[CH:6][CH:7]=2)=[O:10])=[O:18])=[CH:29][CH:28]=1. The yield is 0.810. (4) The reactants are C[Si]([N-][Si](C)(C)C)(C)C.[Na+].[Cl:11][C:12]1[CH:13]=[C:14]2[C:18](=[CH:19][CH:20]=1)[C:17](=[O:21])[NH:16][CH2:15]2.Br[CH2:23][C:24]1[CH:29]=[CH:28][C:27]([O:30][CH3:31])=[CH:26][CH:25]=1. The catalyst is C1COCC1. The product is [Cl:11][C:12]1[CH:13]=[C:14]2[C:18](=[CH:19][CH:20]=1)[C:17](=[O:21])[N:16]([CH2:23][C:24]1[CH:29]=[CH:28][C:27]([O:30][CH3:31])=[CH:26][CH:25]=1)[CH2:15]2. The yield is 1.00. (5) The reactants are Cl[CH2:2][CH2:3][N:4]1[CH2:9][CH2:8][CH:7]([C:10]([O:12][CH2:13][CH3:14])=[O:11])[CH2:6][CH2:5]1.[Li+].CC([N-]C(C)C)C. The catalyst is C1COCC1. The product is [N:4]12[CH2:9][CH2:8][C:7]([C:10]([O:12][CH2:13][CH3:14])=[O:11])([CH2:6][CH2:5]1)[CH2:2][CH2:3]2. The yield is 0.957. (6) The reactants are [Cl:1][C:2]1[C:3]2[N:4]([CH:8]=[C:9]([CH2:11][CH2:12][C:13]#[C:14][Si](C)(C)C)[N:10]=2)[CH:5]=[CH:6][CH:7]=1. The catalyst is CCOCC. The product is [CH2:11]([C:9]1[N:10]=[C:3]2[C:2]([Cl:1])=[CH:7][CH:6]=[CH:5][N:4]2[CH:8]=1)[CH2:12][C:13]#[CH:14]. The yield is 0.740.